Dataset: TCR-epitope binding with 47,182 pairs between 192 epitopes and 23,139 TCRs. Task: Binary Classification. Given a T-cell receptor sequence (or CDR3 region) and an epitope sequence, predict whether binding occurs between them. (1) Result: 0 (the TCR does not bind to the epitope). The TCR CDR3 sequence is CASSAGTGIYDEAFF. The epitope is IYSKHTPINL. (2) The epitope is RPHERNGFTVL. The TCR CDR3 sequence is CASSQDQRGSYEQYF. Result: 0 (the TCR does not bind to the epitope). (3) The epitope is PKYVKQNTLKLAT. The TCR CDR3 sequence is CASSLEGQDYEQYF. Result: 1 (the TCR binds to the epitope). (4) The epitope is LPAADLDDF. The TCR CDR3 sequence is CASSPSGRSTGELFF. Result: 0 (the TCR does not bind to the epitope).